This data is from Forward reaction prediction with 1.9M reactions from USPTO patents (1976-2016). The task is: Predict the product of the given reaction. Given the reactants F[C:2]1[CH:9]=[CH:8][C:5]([CH:6]=[O:7])=[C:4]([N+:10]([O-:12])=[O:11])[CH:3]=1.[CH3:13][NH:14][CH2:15][CH2:16][OH:17].O, predict the reaction product. The product is: [OH:17][CH2:16][CH2:15][N:14]([CH3:13])[C:2]1[CH:9]=[CH:8][C:5]([CH:6]=[O:7])=[C:4]([N+:10]([O-:12])=[O:11])[CH:3]=1.